Dataset: Reaction yield outcomes from USPTO patents with 853,638 reactions. Task: Predict the reaction yield, written as a fraction of the theoretical maximum amount of product (1.0 means a 100% yield; for example, 0.34 means a 34% yield). (1) The product is [Cl:5][C:6]1[CH:7]=[CH:8][C:9]([C:12]2[S:13][CH:14]=[C:15]([C:18]([CH3:20])=[O:19])[C:16]=2[OH:17])=[CH:10][CH:11]=1. The reactants are C(Cl)(Cl)Cl.[Cl:5][C:6]1[CH:11]=[CH:10][C:9]([CH:12]2[C:16]([OH:17])=[C:15]([C:18]([CH3:20])=[O:19])[CH2:14][S:13]2)=[CH:8][CH:7]=1.S(Cl)(Cl)(=O)=O.O. The yield is 0.770. The catalyst is C(O)(C)C. (2) The reactants are Cl[S:2]([C:5]1[S:6][CH:7]=[CH:8][C:9]=1[CH2:10][C:11]1[CH:16]=[CH:15][CH:14]=[CH:13][CH:12]=1)(=[O:4])=[O:3].[NH2:17][C:18]1[O:22][N:21]=[C:20]([CH3:23])[C:19]=1[Br:24]. No catalyst specified. The product is [Br:24][C:19]1[C:20]([CH3:23])=[N:21][O:22][C:18]=1[NH:17][S:2]([C:5]1[S:6][CH:7]=[CH:8][C:9]=1[CH2:10][C:11]1[CH:16]=[CH:15][CH:14]=[CH:13][CH:12]=1)(=[O:4])=[O:3]. The yield is 0.240. (3) The reactants are [F:1][C:2]1[CH:3]=[C:4]([CH:45]=[CH:46][CH:47]=1)[CH2:5][N:6]1[C:10]([CH3:11])=[C:9]([C:12]2[C:20]3[C:15](=[N:16][CH:17]=[C:18]([C:21]4[CH:22]=[CH:23][C:24]([O:32][CH3:33])=[C:25]([S:27]([NH:30][CH3:31])(=[O:29])=[O:28])[CH:26]=4)[CH:19]=3)[N:14](S(C3C=CC(C)=CC=3)(=O)=O)[CH:13]=2)[C:8]([CH3:44])=[N:7]1.[OH-].[Li+]. The catalyst is C1COCC1.CO.O. The product is [F:1][C:2]1[CH:3]=[C:4]([CH:45]=[CH:46][CH:47]=1)[CH2:5][N:6]1[C:10]([CH3:11])=[C:9]([C:12]2[C:20]3[C:15](=[N:16][CH:17]=[C:18]([C:21]4[CH:22]=[CH:23][C:24]([O:32][CH3:33])=[C:25]([S:27]([NH:30][CH3:31])(=[O:28])=[O:29])[CH:26]=4)[CH:19]=3)[NH:14][CH:13]=2)[C:8]([CH3:44])=[N:7]1. The yield is 0.361. (4) The reactants are [C:1]([O:5][C:6]([N:8]1[CH2:17][CH2:16][C:11]2([CH2:14][CH:13](O)[CH2:12]2)[CH2:10][CH2:9]1)=[O:7])([CH3:4])([CH3:3])[CH3:2].C1(P(C2C=CC=CC=2)C2C=CC=CC=2)C=CC=CC=1.C(Br)(Br)(Br)[Br:38]. The catalyst is C1COCC1.C(OCC)C. The product is [C:1]([O:5][C:6]([N:8]1[CH2:17][CH2:16][C:11]2([CH2:14][CH:13]([Br:38])[CH2:12]2)[CH2:10][CH2:9]1)=[O:7])([CH3:4])([CH3:3])[CH3:2]. The yield is 0.510.